This data is from Catalyst prediction with 721,799 reactions and 888 catalyst types from USPTO. The task is: Predict which catalyst facilitates the given reaction. (1) Reactant: [C:1]1([C:29]2[CH:34]=[CH:33][CH:32]=[CH:31][CH:30]=2)[CH:6]=[CH:5][C:4]([C:7]2[C:26]([F:27])=[CH:25][C:10]3[NH:11][C:12]([O:14][CH:15]4[CH2:19][CH2:18][CH:17]([C:20]([O:22]CC)=[O:21])[CH2:16]4)=[N:13][C:9]=3[C:8]=2[F:28])=[CH:3][CH:2]=1.O([Si](C)(C)C)[K]. Product: [C:1]1([C:29]2[CH:30]=[CH:31][CH:32]=[CH:33][CH:34]=2)[CH:2]=[CH:3][C:4]([C:7]2[C:26]([F:27])=[CH:25][C:10]3[NH:11][C:12]([O:14][CH:15]4[CH2:19][CH2:18][CH:17]([C:20]([OH:22])=[O:21])[CH2:16]4)=[N:13][C:9]=3[C:8]=2[F:28])=[CH:5][CH:6]=1. The catalyst class is: 49. (2) Reactant: [Cl:1][C:2]1(C2C=CC=C(C(=O)NC)C=2)[CH:7]=[CH:6][C:5]([N:8]([C:12]2[CH:17]=[CH:16][CH:15]=[CH:14][C:13]=2[C:18]([F:21])([F:20])[F:19])[C:9](=[O:11])[NH2:10])=[C:4](NC(O)=O)[CH2:3]1.[CH3:36][NH:37][C:38]([C:40]1[CH:41]=[C:42]([CH:44]=[CH:45][CH:46]=1)[NH2:43])=[O:39].C1C=CC2N(O)N=NC=2C=1.O.CN1CC[O:62][CH2:61]C1.CCN=C=NCCCN(C)C.Cl. Product: [Cl:1][C:2]1([C:61](=[O:62])[NH:43][C:42]2[CH:44]=[CH:45][CH:46]=[C:40]([C:38](=[O:39])[NH:37][CH3:36])[CH:41]=2)[CH:7]=[CH:6][C:5]([N:8]([C:12]2[CH:17]=[CH:16][CH:15]=[CH:14][C:13]=2[C:18]([F:19])([F:21])[F:20])[C:9](=[O:11])[NH2:10])=[CH:4][CH2:3]1. The catalyst class is: 18. (3) Reactant: Br[C:2]1[N:6]([CH2:7][CH:8]2[CH2:13][CH2:12][CH2:11][CH2:10][CH2:9]2)[C:5]([CH3:14])=[C:4]([S:15]([NH:18][CH:19]2[CH2:21][CH2:20]2)(=[O:17])=[O:16])[CH:3]=1.[C:22]([C:26]1[CH:27]=[C:28](B(O)O)[CH:29]=[C:30]([C:32]([CH3:35])([CH3:34])[CH3:33])[CH:31]=1)([CH3:25])([CH3:24])[CH3:23].C([O-])([O-])=O.[K+].[K+]. Product: [CH:8]1([CH2:7][N:6]2[C:2]([C:28]3[CH:27]=[C:26]([C:22]([CH3:24])([CH3:23])[CH3:25])[CH:31]=[C:30]([C:32]([CH3:35])([CH3:34])[CH3:33])[CH:29]=3)=[CH:3][C:4]([S:15]([NH:18][CH:19]3[CH2:21][CH2:20]3)(=[O:17])=[O:16])=[C:5]2[CH3:14])[CH2:13][CH2:12][CH2:11][CH2:10][CH2:9]1. The catalyst class is: 151. (4) Reactant: CN(C)C(N(C)C)=N.[CH3:9][O:10][C:11](=[O:43])[CH:12](P(OC)(OC)=O)[NH:13][C:14](=[O:36])[C:15]1[CH:20]=[CH:19][C:18]([C:21]([NH:23][CH2:24][C:25]2[CH:30]=[CH:29][CH:28]=[C:27]([O:31][CH2:32][O:33][CH3:34])[CH:26]=2)=[O:22])=[CH:17][C:16]=1[Cl:35].[CH:44]([C:46]1[CH:51]=[CH:50][C:49]([S:52]([NH2:55])(=[O:54])=[O:53])=[CH:48][CH:47]=1)=O.O. Product: [CH3:9][O:10][C:11](=[O:43])/[C:12](/[NH:13][C:14](=[O:36])[C:15]1[CH:20]=[CH:19][C:18]([C:21]([NH:23][CH2:24][C:25]2[CH:30]=[CH:29][CH:28]=[C:27]([O:31][CH2:32][O:33][CH3:34])[CH:26]=2)=[O:22])=[CH:17][C:16]=1[Cl:35])=[CH:44]/[C:46]1[CH:51]=[CH:50][C:49]([S:52]([NH2:55])(=[O:54])=[O:53])=[CH:48][CH:47]=1. The catalyst class is: 57. (5) Reactant: [C:1]([C:3]1[CH:29]=[CH:28][C:6]([CH2:7][NH:8][C:9](=[O:27])[CH:10]([O:24][CH2:25][CH3:26])[N:11]2[CH:15]=[C:14]([CH3:16])[C:13]([C:17]3[CH:22]=[CH:21][CH:20]=[CH:19][C:18]=3[OH:23])=[N:12]2)=[CH:5][CH:4]=1)#[N:2].C(=O)([O-])[O-].[Cs+].[Cs+].I[CH2:37][C:38]([NH2:40])=[O:39]. Product: [C:38]([CH2:37][O:23][C:18]1[CH:19]=[CH:20][CH:21]=[CH:22][C:17]=1[C:13]1[C:14]([CH3:16])=[CH:15][N:11]([CH:10]([O:24][CH2:25][CH3:26])[C:9]([NH:8][CH2:7][C:6]2[CH:5]=[CH:4][C:3]([C:1]#[N:2])=[CH:29][CH:28]=2)=[O:27])[N:12]=1)(=[O:39])[NH2:40]. The catalyst class is: 173. (6) Product: [F:1][C:2]1[CH:7]=[CH:6][C:5]([NH:8][C:9]2[C:18]3[C:13](=[CH:14][C:15]([O:38][CH3:39])=[C:16]([O:19][CH2:20][CH2:21][CH2:22][N:23]4[CH2:24][CH:25]5[CH:26]([CH2:28][NH:29][CH2:30]5)[CH2:27]4)[CH:17]=3)[N:12]=[CH:11][N:10]=2)=[CH:4][CH:3]=1. The catalyst class is: 91. Reactant: [F:1][C:2]1[CH:7]=[CH:6][C:5]([NH:8][C:9]2[C:18]3[C:13](=[CH:14][C:15]([O:38][CH3:39])=[C:16]([O:19][CH2:20][CH2:21][CH2:22][N:23]4[CH2:27][CH:26]5[CH2:28][N:29](C(OC(C)(C)C)=O)[CH2:30][CH:25]5[CH2:24]4)[CH:17]=3)[N:12]=[CH:11][N:10]=2)=[CH:4][CH:3]=1.Cl. (7) Reactant: Cl[C:2]1[N:7]=[C:6]([Cl:8])[N:5]=[CH:4][N:3]=1.[NH2:9][C:10]1[C:11]([C:16]([O:18][CH3:19])=[O:17])=[N:12][N:13]([CH3:15])[CH:14]=1.C(N(CC)C(C)C)(C)C. Product: [Cl:8][C:6]1[N:5]=[CH:4][N:3]=[C:2]([NH:9][C:10]2[C:11]([C:16]([O:18][CH3:19])=[O:17])=[N:12][N:13]([CH3:15])[CH:14]=2)[N:7]=1. The catalyst class is: 4. (8) Reactant: C(N(CC)C(C)C)(C)C.[CH3:10][C:11]1[C:15]([CH3:16])=[C:14]([NH:17][S:18]([C:21]2[CH:25]=[CH:24][S:23][CH:22]=2)(=[O:20])=[O:19])[O:13][N:12]=1.[CH3:26][Si:27]([CH3:34])([CH3:33])[CH2:28][CH2:29][O:30][CH2:31]Cl. Product: [CH3:26][Si:27]([CH3:34])([CH3:33])[CH2:28][CH2:29][O:30][CH2:31][C:22]1[S:23][CH:24]=[CH:25][C:21]=1[S:18]([NH:17][C:14]1[O:13][N:12]=[C:11]([CH3:10])[C:15]=1[CH3:16])(=[O:19])=[O:20]. The catalyst class is: 2. (9) The catalyst class is: 10. Product: [Cl:2][C:3]1[C:4]([NH:16][CH2:17][C@H:18]2[CH2:22][CH2:21][CH2:20][N:19]2[CH2:24][CH2:25][C:26]#[N:27])=[N:5][C:6]([NH:9][C:10]2[CH:11]=[N:12][N:13]([CH3:15])[CH:14]=2)=[N:7][CH:8]=1. Reactant: Cl.[Cl:2][C:3]1[C:4]([NH:16][CH2:17][C@H:18]2[CH2:22][CH2:21][CH2:20][NH:19]2)=[N:5][C:6]([NH:9][C:10]2[CH:11]=[N:12][N:13]([CH3:15])[CH:14]=2)=[N:7][CH:8]=1.Br[CH2:24][CH2:25][C:26]#[N:27].C(=O)([O-])[O-].[K+].[K+]. (10) Reactant: [CH:1]1([N:4]2[CH2:10][CH2:9][CH2:8][N:7]([C:11]3[C:16]([C:17]4[CH:18]=[CH:19][C:20]5[C:21]6[N:35](C7CCCCO7)[N:34]=[CH:33][C:22]=6[C:23](=[O:32])[N:24]([CH2:27][C:28]([F:31])([F:30])[F:29])[C:25]=5[CH:26]=4)=[CH:15][CH:14]=[CH:13][N:12]=3)[CH2:6][CH2:5]2)[CH2:3][CH2:2]1.C1(N2CCCN(C3C(C4C=CC5C6NN(C7CCCCO7)CC=6C(=O)N(CC(F)(F)F)C=5C=4)=CC=CN=3)CC2)CC1.[ClH:83]. Product: [ClH:83].[CH:1]1([N:4]2[CH2:10][CH2:9][CH2:8][N:7]([C:11]3[C:16]([C:17]4[CH:18]=[CH:19][C:20]5[C:21]6[NH:35][N:34]=[CH:33][C:22]=6[C:23](=[O:32])[N:24]([CH2:27][C:28]([F:29])([F:30])[F:31])[C:25]=5[CH:26]=4)=[CH:15][CH:14]=[CH:13][N:12]=3)[CH2:6][CH2:5]2)[CH2:2][CH2:3]1. The catalyst class is: 6.